The task is: Predict the product of the given reaction.. This data is from Forward reaction prediction with 1.9M reactions from USPTO patents (1976-2016). Given the reactants [F:1][C:2]1[C:22]([OH:23])=[CH:21][CH:20]=[CH:19][C:3]=1[O:4][C:5]1[CH2:9][N:8]([C@@H:10]([CH2:14][CH:15]([CH3:17])[CH3:16])[C:11]([OH:13])=O)[C:7](=[O:18])[CH:6]=1.Cl.[OH:25][C@@H:26]([CH2:56]O)[CH2:27][N:28]1[CH:32]=[CH:31][C:30]([NH:33]C(=O)[C@@H](N2CC(OC3C=CC=C(Cl)C=3Cl)=CC2=O)CC(C)C)=[N:29]1.F[P-](F)(F)(F)(F)F.N1(O[P+](N(C)C)(N(C)C)N(C)C)C2C=CC=C[C:68]=2N=N1.C(N(CC)C(C)C)(C)C, predict the reaction product. The product is: [OH:25][C:26]([CH3:56])([CH3:68])[CH2:27][N:28]1[CH:32]=[CH:31][C:30]([NH:33][C:11](=[O:13])[C@@H:10]([N:8]2[CH2:9][C:5]([O:4][C:3]3[CH:19]=[CH:20][CH:21]=[C:22]([OH:23])[C:2]=3[F:1])=[CH:6][C:7]2=[O:18])[CH2:14][CH:15]([CH3:17])[CH3:16])=[N:29]1.